From a dataset of Full USPTO retrosynthesis dataset with 1.9M reactions from patents (1976-2016). Predict the reactants needed to synthesize the given product. (1) Given the product [Br:28][C:16]1[CH:17]=[CH:18][C:19]2[N:11]([S:1]([C:4]3[CH:5]=[CH:6][C:7]([CH3:8])=[CH:9][CH:10]=3)(=[O:2])=[O:3])[CH:12]=[CH:13][C:14]=2[C:15]=1[NH2:20], predict the reactants needed to synthesize it. The reactants are: [S:1]([N:11]1[C:19]2[CH:18]=[CH:17][CH:16]=[C:15]([NH2:20])[C:14]=2[CH:13]=[CH:12]1)([C:4]1[CH:10]=[CH:9][C:7]([CH3:8])=[CH:6][CH:5]=1)(=[O:3])=[O:2].C1C(=O)N([Br:28])C(=O)C1. (2) Given the product [CH3:1][O:2][C:3]1[CH:4]=[C:5]2[C:10](=[CH:11][C:12]=1[O:13][CH3:14])[N:9]=[CH:8][CH:7]=[C:6]2[O:15][C:16]1[CH:21]=[CH:20][C:19]([NH:22][C:33]([C:31]2[C:30](=[O:36])[N:29]([C:37]3[CH:42]=[CH:41][C:40]([F:43])=[CH:39][CH:38]=3)[C:28](=[O:44])[N:27]([CH2:25][CH3:26])[CH:32]=2)=[O:34])=[CH:18][C:17]=1[O:23][CH3:24], predict the reactants needed to synthesize it. The reactants are: [CH3:1][O:2][C:3]1[CH:4]=[C:5]2[C:10](=[CH:11][C:12]=1[O:13][CH3:14])[N:9]=[CH:8][CH:7]=[C:6]2[O:15][C:16]1[CH:21]=[CH:20][C:19]([NH2:22])=[CH:18][C:17]=1[O:23][CH3:24].[CH2:25]([N:27]1[CH:32]=[C:31]([C:33](O)=[O:34])[C:30](=[O:36])[N:29]([C:37]2[CH:42]=[CH:41][C:40]([F:43])=[CH:39][CH:38]=2)[C:28]1=[O:44])[CH3:26]. (3) Given the product [NH2:25][C:26]1[CH:31]=[CH:30][C:29]([S:32][C:21]2[C:20]3[C:15](=[CH:16][CH:17]=[CH:18][CH:19]=3)[NH:14]/[C:13](=[C:12]3/[C:8]([CH3:1])=[N:9][NH:10][C:11]/3=[O:24])/[CH:22]=2)=[CH:28][CH:27]=1, predict the reactants needed to synthesize it. The reactants are: [CH2:1]([C:8]1=[N:9][NH:10][C:11](=[O:24])/[C:12]/1=[C:13]1\[NH:14][C:15]2[C:20]([C:21](Cl)=[CH:22]\1)=[CH:19][CH:18]=[CH:17][CH:16]=2)C1C=CC=CC=1.[NH2:25][C:26]1[CH:31]=[CH:30][C:29]([SH:32])=[CH:28][CH:27]=1. (4) Given the product [Cl:42][C:39]1[CH:40]=[CH:41][C:36]([S:33]([CH:32]([C:43]2[C:44]([Cl:49])=[N:45][CH:46]=[CH:47][CH:48]=2)[CH2:31][CH2:30][CH2:29][CH2:28][CH2:27][OH:26])(=[O:35])=[O:34])=[CH:37][CH:38]=1, predict the reactants needed to synthesize it. The reactants are: [F-].C([N+](CCCC)(CCCC)CCCC)CCC.[Si]([O:26][CH2:27][CH2:28][CH2:29][CH2:30][CH2:31][CH:32]([C:43]1[C:44]([Cl:49])=[N:45][CH:46]=[CH:47][CH:48]=1)[S:33]([C:36]1[CH:41]=[CH:40][C:39]([Cl:42])=[CH:38][CH:37]=1)(=[O:35])=[O:34])(C(C)(C)C)(C)C. (5) Given the product [CH2:1]([C:8]1[CH:13]=[CH:12][C:11]([N:14]([CH2:15][C:16]2[CH:17]=[N:18][CH:19]=[CH:20][CH:21]=2)[S:31]([CH2:30][C:29]([F:36])([F:35])[F:28])(=[O:33])=[O:32])=[CH:10][CH:9]=1)[C:2]1[CH:3]=[CH:4][CH:5]=[CH:6][CH:7]=1, predict the reactants needed to synthesize it. The reactants are: [CH2:1]([C:8]1[CH:13]=[CH:12][C:11]([NH:14][CH2:15][C:16]2[CH:17]=[N:18][CH:19]=[CH:20][CH:21]=2)=[CH:10][CH:9]=1)[C:2]1[CH:7]=[CH:6][CH:5]=[CH:4][CH:3]=1.N1C=CC=CC=1.[F:28][C:29]([F:36])([F:35])[CH2:30][S:31](Cl)(=[O:33])=[O:32].C([O-])([O-])=O.[K+].[K+]. (6) Given the product [NH2:7][OH:10].[NH2:9][CH2:3][C@@H:2]([OH:26])[CH3:1].[NH2:19][C@@H:20]([CH3:21])[CH2:25][OH:26], predict the reactants needed to synthesize it. The reactants are: [CH:1]1C=NC2[N:7]([OH:10])N=[N:9][C:3]=2[CH:2]=1.Cl.CN(C)CCCN=C=[N:19][CH2:20][CH3:21].CN(C)[CH:25]=[O:26]. (7) Given the product [CH3:29][O:30][C:31]1[CH:36]=[CH:35][N:34]=[C:33]([CH2:37][CH2:38][C:39]2[NH:48][C:42]3=[N:43][CH:44]=[C:45]([C:2]4[CH:3]=[CH:4][C:5]([S:8]([N:11]5[CH2:12][CH2:13][N:14]([C:17]6[CH:22]=[CH:21][C:20]([CH3:23])=[CH:19][CH:18]=6)[CH2:15][CH2:16]5)(=[O:10])=[O:9])=[CH:6][CH:7]=4)[CH:46]=[C:41]3[N:40]=2)[CH:32]=1, predict the reactants needed to synthesize it. The reactants are: Br[C:2]1[CH:7]=[CH:6][C:5]([S:8]([N:11]2[CH2:16][CH2:15][N:14]([C:17]3[CH:22]=[CH:21][C:20]([CH3:23])=[CH:19][CH:18]=3)[CH2:13][CH2:12]2)(=[O:10])=[O:9])=[CH:4][CH:3]=1.C([O-])(=O)C.[K+].[CH3:29][O:30][C:31]1[CH:36]=[CH:35][N:34]=[C:33]([CH2:37][CH2:38][C:39]2[NH:48][C:42]3=[N:43][CH:44]=[C:45](I)[CH:46]=[C:41]3[N:40]=2)[CH:32]=1.C(=O)([O-])[O-].[K+].[K+].[Cl-].[Li+]. (8) Given the product [Cl:26][C:27]1[CH:28]=[C:29]([NH:30][C:3]2[C:12]3[C:7](=[CH:8][CH:9]=[C:10]([O:13][CH:14]4[CH2:19][CH2:18][N:17]([C:20](=[O:25])[CH2:21][N:22]([CH3:23])[CH3:24])[CH2:16][CH2:15]4)[CH:11]=3)[N:6]=[CH:5][N:4]=2)[CH:31]=[CH:32][C:33]=1[O:34][CH2:35][C:36]1[CH:41]=[N:40][CH:39]=[CH:38][N:37]=1, predict the reactants needed to synthesize it. The reactants are: Cl.Cl[C:3]1[C:12]2[C:7](=[CH:8][CH:9]=[C:10]([O:13][CH:14]3[CH2:19][CH2:18][N:17]([C:20](=[O:25])[CH2:21][N:22]([CH3:24])[CH3:23])[CH2:16][CH2:15]3)[CH:11]=2)[N:6]=[CH:5][N:4]=1.[Cl:26][C:27]1[CH:28]=[C:29]([CH:31]=[CH:32][C:33]=1[O:34][CH2:35][C:36]1[CH:41]=[N:40][CH:39]=[CH:38][N:37]=1)[NH2:30]. (9) Given the product [OH:19][CH:3]1[CH:2]([CH3:1])[CH2:7][CH2:6][CH:5]([NH:8][C:9](=[O:15])[O:10][C:11]([CH3:14])([CH3:13])[CH3:12])[CH2:4]1, predict the reactants needed to synthesize it. The reactants are: [CH3:1][C:2]1[CH2:7][CH2:6][CH:5]([NH:8][C:9](=[O:15])[O:10][C:11]([CH3:14])([CH3:13])[CH3:12])[CH2:4][CH:3]=1.O.C([OH:19])C.[OH-].[Na+].OO. (10) Given the product [N+:25]([C:19]1[C:20]([S:22][C:23]#[N:24])=[N:21][C:16]([N:15]2[C:8]3[CH:9]=[C:10]([C:11]#[N:12])[CH:13]=[CH:14][C:7]=3[N:6]=[CH:5]2)=[N:17][CH:18]=1)([O-:27])=[O:26], predict the reactants needed to synthesize it. The reactants are: COC1C=C(OC)C=CC=1[CH2:5][NH:6][C:7]1[CH:14]=[CH:13][C:10]([C:11]#[N:12])=[CH:9][C:8]=1[NH:15][C:16]1[N:21]=[C:20]([S:22][C:23]#[N:24])[C:19]([N+:25]([O-:27])=[O:26])=[CH:18][N:17]=1.C([SiH](CC)CC)C.